This data is from Full USPTO retrosynthesis dataset with 1.9M reactions from patents (1976-2016). The task is: Predict the reactants needed to synthesize the given product. (1) The reactants are: Br[C:2]1[CH:7]=[CH:6][C:5]([C@@H:8]([NH:10][S:11]([CH3:14])(=[O:13])=[O:12])[CH3:9])=[CH:4][CH:3]=1.[B:15]1([B:15]2[O:19][C:18]([CH3:21])([CH3:20])[C:17]([CH3:23])([CH3:22])[O:16]2)[O:19][C:18]([CH3:21])([CH3:20])[C:17]([CH3:23])([CH3:22])[O:16]1.C([O-])(=O)C.[K+].N#N. Given the product [CH3:22][C:17]1([CH3:23])[C:18]([CH3:21])([CH3:20])[O:19][B:15]([C:2]2[CH:7]=[CH:6][C:5]([C@@H:8]([NH:10][S:11]([CH3:14])(=[O:13])=[O:12])[CH3:9])=[CH:4][CH:3]=2)[O:16]1, predict the reactants needed to synthesize it. (2) The reactants are: [OH:1][C:2]1[C:11]([CH3:12])=[C:10]2[C:5]([C:6]([CH3:26])=[C:7]([CH2:14][N:15]3[C:19](=[O:20])[C:18]4=[CH:21][CH:22]=[CH:23][CH:24]=[C:17]4[C:16]3=[O:25])[C:8](=[O:13])[O:9]2)=[CH:4][CH:3]=1.C(=O)([O-])[O-].[K+].[K+].Cl[CH2:34][C:35](=[O:37])[CH3:36].CC(C)=O. Given the product [CH3:26][C:6]1[C:5]2[C:10](=[C:11]([CH3:12])[C:2]([O:1][CH2:34][C:35](=[O:37])[CH3:36])=[CH:3][CH:4]=2)[O:9][C:8](=[O:13])[C:7]=1[CH2:14][N:15]1[C:16](=[O:25])[C:17]2=[CH:24][CH:23]=[CH:22][CH:21]=[C:18]2[C:19]1=[O:20], predict the reactants needed to synthesize it. (3) Given the product [CH:19]([N:15]1[C:14]([C:8]2[N:7]=[C:6]3[C:5]4[CH:22]=[CH:23][C:2]([C:30]5[CH:29]=[N:28][N:27]([CH2:26][C:25]([CH3:41])([OH:42])[CH3:24])[CH:31]=5)=[CH:3][C:4]=4[O:13][CH2:12][CH2:11][N:10]3[CH:9]=2)=[N:18][CH:17]=[N:16]1)([CH3:21])[CH3:20], predict the reactants needed to synthesize it. The reactants are: Br[C:2]1[CH:23]=[CH:22][C:5]2[C:6]3[N:10]([CH2:11][CH2:12][O:13][C:4]=2[CH:3]=1)[CH:9]=[C:8]([C:14]1[N:15]([CH:19]([CH3:21])[CH3:20])[N:16]=[CH:17][N:18]=1)[N:7]=3.[CH3:24][C:25]([OH:42])([CH3:41])[CH2:26][N:27]1[CH:31]=[C:30](B2OC(C)(C)C(C)(C)O2)[CH:29]=[N:28]1.C(=O)([O-])[O-].[Cs+].[Cs+].ClCCl. (4) Given the product [CH2:1]([O:3][C:4](=[O:18])[CH2:5][CH2:6][C:7]1[C:15]2[C:10](=[CH:11][CH:12]=[C:13]([O:16][CH3:17])[CH:14]=2)[NH:9][CH:8]=1)[CH3:2], predict the reactants needed to synthesize it. The reactants are: [CH2:1]([O:3][C:4](=[O:18])[CH:5]=[CH:6][C:7]1[C:15]2[C:10](=[CH:11][CH:12]=[C:13]([O:16][CH3:17])[CH:14]=2)[NH:9][CH:8]=1)[CH3:2]. (5) Given the product [CH:12]([C:14]1[CH:15]=[C:16]([C:8]2[CH:9]=[CH:10][C:5]([NH:4][C:2](=[O:3])[CH3:1])=[CH:6][CH:7]=2)[CH:17]=[CH:18][C:19]=1[O:20][CH3:21])=[O:13], predict the reactants needed to synthesize it. The reactants are: [CH3:1][C:2]([NH:4][C:5]1[CH:10]=[CH:9][C:8](Br)=[CH:7][CH:6]=1)=[O:3].[CH:12]([C:14]1[CH:15]=[C:16](B(O)O)[CH:17]=[CH:18][C:19]=1[O:20][CH3:21])=[O:13]. (6) The reactants are: [Si:1]([O:8][CH2:9][CH2:10][C:11]1[S:15][C:14](Cl)=[C:13]([CH:17]=[O:18])[CH:12]=1)([C:4]([CH3:7])([CH3:6])[CH3:5])([CH3:3])[CH3:2].[H][H]. Given the product [Si:1]([O:8][CH2:9][CH2:10][C:11]1[S:15][CH:14]=[C:13]([CH:17]=[O:18])[CH:12]=1)([C:4]([CH3:6])([CH3:7])[CH3:5])([CH3:3])[CH3:2], predict the reactants needed to synthesize it.